The task is: Predict which catalyst facilitates the given reaction.. This data is from Catalyst prediction with 721,799 reactions and 888 catalyst types from USPTO. (1) Reactant: C(OC([N:8]1[CH2:13][CH2:12][CH:11]([O:14][NH:15][C:16]([C:18]2[CH:19]=[C:20]3[CH:25]=[CH:24][N:23]=[CH:22][N:21]3[C:26]=2[NH:27][C:28]2[CH:33]=[CH:32][C:31]([I:34])=[CH:30][C:29]=2[F:35])=[O:17])[CH2:10][CH2:9]1)=O)(C)(C)C. Product: [NH:8]1[CH2:13][CH2:12][CH:11]([O:14][NH:15][C:16]([C:18]2[CH:19]=[C:20]3[CH:25]=[CH:24][N:23]=[CH:22][N:21]3[C:26]=2[NH:27][C:28]2[CH:33]=[CH:32][C:31]([I:34])=[CH:30][C:29]=2[F:35])=[O:17])[CH2:10][CH2:9]1. The catalyst class is: 89. (2) Reactant: [NH2:1][C:2]1[CH:22]=[CH:21][C:5]([O:6][C:7]2[CH:12]=[CH:11][N:10]=[C:9]([NH:13][CH2:14][CH2:15][CH2:16][CH2:17][N:18]([CH3:20])[CH3:19])[N:8]=2)=[CH:4][C:3]=1C.ClC1N=C(OC2C=CC(N)=CC=2)C=CN=1. Product: [NH2:1][C:2]1[CH:22]=[CH:21][C:5]([O:6][C:7]2[CH:12]=[CH:11][N:10]=[C:9]([NH:13][CH2:14][CH2:15][CH2:16][CH2:17][N:18]([CH3:20])[CH3:19])[N:8]=2)=[CH:4][CH:3]=1. The catalyst class is: 61.